Predict the product of the given reaction. From a dataset of Forward reaction prediction with 1.9M reactions from USPTO patents (1976-2016). Given the reactants [Cl:1][CH2:2][C:3](Cl)=[O:4].[N:6]1[CH:11]=[CH:10][CH:9]=[N:8][C:7]=1[C:12]1[CH:13]=[CH:14][C:15]([C:18]2[CH2:19][CH2:20][NH:21][CH2:22][CH:23]=2)=[N:16][CH:17]=1.C([O-])(O)=O.[Na+], predict the reaction product. The product is: [Cl:1][CH2:2][C:3]([N:21]1[CH2:22][CH:23]=[C:18]([C:15]2[CH:14]=[CH:13][C:12]([C:7]3[N:6]=[CH:11][CH:10]=[CH:9][N:8]=3)=[CH:17][N:16]=2)[CH2:19][CH2:20]1)=[O:4].